This data is from Reaction yield outcomes from USPTO patents with 853,638 reactions. The task is: Predict the reaction yield, written as a fraction of the theoretical maximum amount of product (1.0 means a 100% yield; for example, 0.34 means a 34% yield). (1) The reactants are Cl[C:2]1[C:3]2[CH2:10][S:9][CH2:8][C:4]=2[N:5]=[CH:6][N:7]=1.[C:11]([N:18]1[CH2:23][CH2:22][NH:21][CH2:20][CH2:19]1)([O:13][C:14]([CH3:17])([CH3:16])[CH3:15])=[O:12]. The catalyst is C(O)(C)C. The product is [N:5]1[C:4]2[CH2:8][S:9][CH2:10][C:3]=2[C:2]([N:21]2[CH2:20][CH2:19][N:18]([C:11]([O:13][C:14]([CH3:17])([CH3:16])[CH3:15])=[O:12])[CH2:23][CH2:22]2)=[N:7][CH:6]=1. The yield is 0.890. (2) The reactants are [NH2:1][C:2]1[C:3]([F:27])=[CH:4][C:5]([Cl:26])=[C:6]([C:8]2[C:9](=[O:25])[N:10]([CH2:23][CH3:24])[C:11]3[C:16]([CH:17]=2)=[CH:15][N:14]=[C:13]([NH:18][CH2:19][CH2:20][S:21][CH3:22])[CH:12]=3)[CH:7]=1.[C:28]1([N:34]=[C:35]=[O:36])[CH:33]=[CH:32][CH:31]=[CH:30][CH:29]=1. The catalyst is C(Cl)Cl. The product is [Cl:26][C:5]1[C:6]([C:8]2[C:9](=[O:25])[N:10]([CH2:23][CH3:24])[C:11]3[C:16]([CH:17]=2)=[CH:15][N:14]=[C:13]([NH:18][CH2:19][CH2:20][S:21][CH3:22])[CH:12]=3)=[CH:7][C:2]([NH:1][C:35]([NH:34][C:28]2[CH:33]=[CH:32][CH:31]=[CH:30][CH:29]=2)=[O:36])=[C:3]([F:27])[CH:4]=1. The yield is 0.390. (3) The reactants are [C:1]([C:4]1[N:5]=[C:6]([NH:9][C:10](=[O:33])[C@@H:11]([NH:20][C:21](=[O:32])[C@H:22]([NH2:31])[C:23]2[CH:28]=[CH:27][C:26]([O:29][CH3:30])=[CH:25][CH:24]=2)[C@H:12]([C:14]2[CH:19]=[CH:18][CH:17]=[CH:16][CH:15]=2)[CH3:13])[S:7][CH:8]=1)(=[O:3])[CH3:2].C(N(C(C)C)CC)(C)C.[O:43]=[C:44](Cl)OC(Cl)(Cl)Cl. The catalyst is O1CCCC1.C1(C)C=CC=CC=1.C(OCC)(=O)C. The product is [C:1]([C:4]1[N:5]=[C:6]([NH:9][C:10](=[O:33])[C@@H:11]([N:20]2[C:21](=[O:32])[C@@H:22]([C:23]3[CH:28]=[CH:27][C:26]([O:29][CH3:30])=[CH:25][CH:24]=3)[NH:31][C:44]2=[O:43])[C@H:12]([C:14]2[CH:15]=[CH:16][CH:17]=[CH:18][CH:19]=2)[CH3:13])[S:7][CH:8]=1)(=[O:3])[CH3:2]. The yield is 0.920. (4) The reactants are Cl.[N+:2]([C:5]1[CH:10]=[CH:9][CH:8]=[CH:7][C:6]=1[N:11]1[CH2:16][CH2:15][NH:14][CH2:13][CH2:12]1)([O-:4])=[O:3].Cl[C:18]1[C:27]2[C:22](=[CH:23][C:24]([O:30][CH3:31])=[C:25]([O:28][CH3:29])[CH:26]=2)[N:21]=[C:20]([CH:32]2[CH2:34][CH2:33]2)[N:19]=1.C([O-])([O-])=O.[K+].[K+]. The catalyst is CN(C=O)C.O. The product is [CH:32]1([C:20]2[N:19]=[C:18]([N:14]3[CH2:13][CH2:12][N:11]([C:6]4[CH:7]=[CH:8][CH:9]=[CH:10][C:5]=4[N+:2]([O-:4])=[O:3])[CH2:16][CH2:15]3)[C:27]3[C:22](=[CH:23][C:24]([O:30][CH3:31])=[C:25]([O:28][CH3:29])[CH:26]=3)[N:21]=2)[CH2:34][CH2:33]1. The yield is 0.170.